From a dataset of Forward reaction prediction with 1.9M reactions from USPTO patents (1976-2016). Predict the product of the given reaction. (1) Given the reactants [CH2:1]([O:8][C:9](=[O:24])[NH:10][C:11]1[CH:16]=[CH:15][CH:14]=[C:13]([CH2:17][C:18](N(OC)C)=[O:19])[CH:12]=1)[C:2]1[CH:7]=[CH:6][CH:5]=[CH:4][CH:3]=1.[CH:25]([Mg]Br)=[CH2:26], predict the reaction product. The product is: [CH2:1]([O:8][C:9](=[O:24])[NH:10][C:11]1[CH:16]=[CH:15][CH:14]=[C:13]([CH2:17][C:18](=[O:19])[CH:25]=[CH2:26])[CH:12]=1)[C:2]1[CH:3]=[CH:4][CH:5]=[CH:6][CH:7]=1. (2) Given the reactants [H-].[Al+3].[Li+].[H-].[H-].[H-].C[O:8][C:9](=O)[C:10]1[CH:15]=[C:14]([C:16]([F:19])([F:18])[F:17])[CH:13]=[C:12]([O:20][CH3:21])[CH:11]=1.C(OCC)C, predict the reaction product. The product is: [CH3:21][O:20][C:12]1[CH:11]=[C:10]([CH2:9][OH:8])[CH:15]=[C:14]([C:16]([F:17])([F:19])[F:18])[CH:13]=1.